This data is from Forward reaction prediction with 1.9M reactions from USPTO patents (1976-2016). The task is: Predict the product of the given reaction. (1) Given the reactants C[Si](C)(C)CCOC(=O)[NH:7][N:8]1[C:12]([C:13]2[CH:18]=[CH:17][C:16]([C:19]([CH3:22])([CH3:21])[CH3:20])=[CH:15][CH:14]=2)=[CH:11][CH:10]=[C:9]1[C:23]1[CH:28]=[CH:27][C:26]([C:29]([CH3:32])([CH3:31])[CH3:30])=[CH:25][CH:24]=1.CCCC[N+](CCCC)(CCCC)CCCC.[F-], predict the reaction product. The product is: [C:19]([C:16]1[CH:15]=[CH:14][C:13]([C:12]2[N:8]([NH2:7])[C:9]([C:23]3[CH:24]=[CH:25][C:26]([C:29]([CH3:32])([CH3:31])[CH3:30])=[CH:27][CH:28]=3)=[CH:10][CH:11]=2)=[CH:18][CH:17]=1)([CH3:22])([CH3:21])[CH3:20]. (2) Given the reactants Br[C:2]1[CH:3]=[N:4][CH:5]=[C:6]([Br:8])[CH:7]=1.[CH3:9][N:10]1[CH:14]=[C:13](B2OC(C)(C)C(C)(C)O2)[CH:12]=[N:11]1.P([O-])([O-])([O-])=O.[K+].[K+].[K+].C(Cl)Cl, predict the reaction product. The product is: [Br:8][C:6]1[CH:5]=[N:4][CH:3]=[C:2]([C:13]2[CH:12]=[N:11][N:10]([CH3:9])[CH:14]=2)[CH:7]=1.